This data is from Catalyst prediction with 721,799 reactions and 888 catalyst types from USPTO. The task is: Predict which catalyst facilitates the given reaction. (1) Reactant: Br[C:2]1[CH:16]=[CH:15][C:5]([CH2:6][O:7][C:8]2[CH:13]=[CH:12][CH:11]=[C:10]([CH3:14])[N:9]=2)=[CH:4][CH:3]=1.C([Li])CCC.CN(C)[CH:24]=[O:25].O. Product: [CH3:14][C:10]1[N:9]=[C:8]([O:7][CH2:6][C:5]2[CH:15]=[CH:16][C:2]([CH:24]=[O:25])=[CH:3][CH:4]=2)[CH:13]=[CH:12][CH:11]=1. The catalyst class is: 54. (2) Reactant: [N:1]1([C:7]2[CH:12]=[C:11]([C:13]([F:16])([F:15])[F:14])[CH:10]=[CH:9][C:8]=2[CH2:17][N:18]2[CH2:23][CH2:22][N:21](C(OC(C)(C)C)=O)[CH2:20][CH2:19]2)[CH2:6][CH2:5][O:4][CH2:3][CH2:2]1.FC(F)(F)C(O)=O. Product: [N:18]1([CH2:17][C:8]2[CH:9]=[CH:10][C:11]([C:13]([F:14])([F:15])[F:16])=[CH:12][C:7]=2[N:1]2[CH2:2][CH2:3][O:4][CH2:5][CH2:6]2)[CH2:19][CH2:20][NH:21][CH2:22][CH2:23]1. The catalyst class is: 4.